Dataset: Forward reaction prediction with 1.9M reactions from USPTO patents (1976-2016). Task: Predict the product of the given reaction. Given the reactants C[O:2][C:3]1[CH:8]=[CH:7][C:6]([S:9]([N:12]2[C:21]3[CH:22]=[CH:23][S:24][C:20]=3[C:19]3[CH:18]=[CH:17][CH:16]=[CH:15][C:14]=3[CH:13]2[CH3:25])(=[O:11])=[O:10])=[CH:5][CH:4]=1.B(Cl)(Cl)Cl, predict the reaction product. The product is: [CH3:25][CH:13]1[C:14]2[CH:15]=[CH:16][CH:17]=[CH:18][C:19]=2[C:20]2[S:24][CH:23]=[CH:22][C:21]=2[N:12]1[S:9]([C:6]1[CH:7]=[CH:8][C:3]([OH:2])=[CH:4][CH:5]=1)(=[O:11])=[O:10].